This data is from CYP1A2 inhibition data for predicting drug metabolism from PubChem BioAssay. The task is: Regression/Classification. Given a drug SMILES string, predict its absorption, distribution, metabolism, or excretion properties. Task type varies by dataset: regression for continuous measurements (e.g., permeability, clearance, half-life) or binary classification for categorical outcomes (e.g., BBB penetration, CYP inhibition). Dataset: cyp1a2_veith. (1) The molecule is Cc1cc(C)c(S(=O)(=O)N2CCN(c3ccc([N+](=O)[O-])c(NCc4ccco4)c3)CC2)c(C)c1. The result is 0 (non-inhibitor). (2) The molecule is CC(=O)SCC[N+](C)(C)C. The result is 0 (non-inhibitor). (3) The molecule is O=[N+]([O-])c1cccnc1NCCNc1ncc(C(F)(F)F)cc1Cl. The result is 1 (inhibitor). (4) The molecule is COc1ccc(-c2cc(-c3cc(F)ccc3O)[nH]n2)cc1OC. The result is 1 (inhibitor). (5) The compound is Cc1ccc(OCC(=O)Nn2cnc3ccccc32)cc1. The result is 1 (inhibitor).